From a dataset of Forward reaction prediction with 1.9M reactions from USPTO patents (1976-2016). Predict the product of the given reaction. (1) The product is: [CH3:29][O:28][C:23]1[CH:24]=[CH:25][CH:26]=[C:27]2[C:22]=1[NH:21][CH2:20][CH:19]2[CH2:18][CH2:17][N:4]1[CH2:5][CH2:6][N:1]([C:7]2[CH:8]=[C:9]3[C:13](=[CH:14][CH:15]=2)[NH:12][CH:11]=[CH:10]3)[CH2:2][CH2:3]1. Given the reactants [N:1]1([C:7]2[CH:8]=[C:9]3[C:13](=[CH:14][CH:15]=2)[NH:12][CH:11]=[CH:10]3)[CH2:6][CH2:5][NH:4][CH2:3][CH2:2]1.Br[CH2:17][CH2:18][CH:19]1[C:27]2[C:22](=[C:23]([O:28][CH3:29])[CH:24]=[CH:25][CH:26]=2)[N:21](C(=O)C)[CH2:20]1, predict the reaction product. (2) The product is: [NH2:20][C:18]1[CH:17]=[C:12]([C:13]([O:15][CH3:16])=[O:14])[C:11]([CH3:21])=[C:10]2[C:19]=1[C:2]1[CH:7]=[C:6]([CH3:8])[CH:5]=[N:4][C:3]=1[NH:9]2. Given the reactants Br[C:2]1[C:3]([NH:9][C:10]2[C:11]([CH3:21])=[C:12]([CH:17]=[C:18]([NH2:20])[CH:19]=2)[C:13]([O:15][CH3:16])=[O:14])=[N:4][CH:5]=[C:6]([CH3:8])[CH:7]=1.C1CCN2C(=NCCC2)CC1.O, predict the reaction product. (3) Given the reactants [NH2:1][C:2]1[N:10]=[C:9]2[C:5]([N:6]=[CH:7][N:8]2[CH2:11][C:12]2[CH:17]=[CH:16][CH:15]=[CH:14][C:13]=2[F:18])=[C:4]([C:19]#[N:20])[N:3]=1.[SH2:21].CCN(CC)CC, predict the reaction product. The product is: [NH2:1][C:2]1[N:10]=[C:9]2[C:5]([N:6]=[CH:7][N:8]2[CH2:11][C:12]2[CH:17]=[CH:16][CH:15]=[CH:14][C:13]=2[F:18])=[C:4]([C:19](=[S:21])[NH2:20])[N:3]=1.